The task is: Predict the product of the given reaction.. This data is from Forward reaction prediction with 1.9M reactions from USPTO patents (1976-2016). Given the reactants [C:1]([C:3]1[CH:4]=[C:5]2[C:9](=[CH:10][CH:11]=1)[NH:8][CH:7]=[CH:6]2)#[N:2].[C:12]1(=[O:17])[CH2:16][CH2:15][CH:14]=[CH:13]1, predict the reaction product. The product is: [O:17]=[C:12]1[CH2:16][CH2:15][CH:14]([C:6]2[C:5]3[C:9](=[CH:10][CH:11]=[C:3]([C:1]#[N:2])[CH:4]=3)[NH:8][CH:7]=2)[CH2:13]1.